Dataset: Forward reaction prediction with 1.9M reactions from USPTO patents (1976-2016). Task: Predict the product of the given reaction. (1) Given the reactants [F:1][C:2]1[CH:3]=[CH:4][C:5]([N+:25]([O-])=O)=[C:6]([CH:24]=1)[NH:7][C:8]1[S:12][C:11]2[CH:13]=[C:14]([O:17][CH3:18])[CH:15]=[CH:16][C:10]=2[C:9]=1[C:19]([O:21][CH2:22][CH3:23])=[O:20].[H][H], predict the reaction product. The product is: [NH2:25][C:5]1[CH:4]=[CH:3][C:2]([F:1])=[CH:24][C:6]=1[NH:7][C:8]1[S:12][C:11]2[CH:13]=[C:14]([O:17][CH3:18])[CH:15]=[CH:16][C:10]=2[C:9]=1[C:19]([O:21][CH2:22][CH3:23])=[O:20]. (2) Given the reactants [CH2:1]([NH:8][C:9](=[O:12])[CH2:10]Cl)[C:2]1[CH:7]=[CH:6][CH:5]=[CH:4][CH:3]=1.[F:13][C:14]1[CH:20]=[CH:19][C:17]([NH2:18])=[C:16]([CH3:21])[CH:15]=1.C(N(CC)C(C)C)(C)C, predict the reaction product. The product is: [CH2:1]([NH:8][C:9](=[O:12])[CH2:10][NH:18][C:17]1[CH:19]=[CH:20][C:14]([F:13])=[CH:15][C:16]=1[CH3:21])[C:2]1[CH:7]=[CH:6][CH:5]=[CH:4][CH:3]=1. (3) Given the reactants FC(F)(F)S(O[C:7]1[C:8]2[CH:25]=[CH:24][N:23](S(C(F)(F)F)(=O)=O)[C:9]=2[N:10]=[C:11]([NH:13][C:14]2[CH:19]=[CH:18][C:17]([C:20]([NH2:22])=[O:21])=[CH:16][CH:15]=2)[N:12]=1)(=O)=O.CC(C)[CH2:37][CH2:38][NH2:39].[CH3:41]C([OH:44])C, predict the reaction product. The product is: [CH:20]([OH:21])=[O:44].[CH3:41][CH:38]([NH:39][C:7]1[N:12]=[C:11]([NH:13][C:14]2[CH:19]=[CH:18][C:17]([C:20]([NH2:22])=[O:21])=[CH:16][CH:15]=2)[NH:10][C:9]2=[N:23][CH:24]=[CH:25][C:8]=12)[CH3:37]. (4) Given the reactants [CH2:1]1[CH2:21][N:20]2[C:4]3[C:5]([CH2:17][CH2:18][CH2:19]2)=[C:6]2[O:13][C:11](=[O:12])[C:10]([C:14]([OH:16])=[O:15])=[CH:9][C:7]2=[CH:8][C:3]=3[CH2:2]1.C[O:23][C:24](=[O:31])[CH2:25][CH2:26][CH:27](N)[CH2:28][CH3:29].C[N:33](C(ON1N=NC2C=CC=CC1=2)=[N+](C)C)C.F[P-](F)(F)(F)(F)F.C(N(CC)CC)C, predict the reaction product. The product is: [CH2:1]1[CH2:21][N:20]2[C:4]3[C:5]([CH2:17][CH2:18][CH2:19]2)=[C:6]2[O:13][C:11](=[O:12])[C:10]([C:14]([OH:16])=[O:15])=[CH:9][C:7]2=[CH:8][C:3]=3[CH2:2]1.[NH2:33][CH:25]([CH2:26][CH2:27][CH2:28][CH3:29])[C:24]([OH:23])=[O:31].